Dataset: Catalyst prediction with 721,799 reactions and 888 catalyst types from USPTO. Task: Predict which catalyst facilitates the given reaction. (1) Reactant: C[O:2][C:3]([C:5]1[CH:14]=[CH:13][C:12]2[C:7](=[CH:8][CH:9]=[CH:10][CH:11]=2)[C:6]=1[O:15][CH2:16][C:17]1[CH:22]=[CH:21][C:20]([C:23]([F:26])([F:25])[F:24])=[CH:19][CH:18]=1)=[O:4].[OH-].[Na+].CO.Cl. Product: [F:24][C:23]([F:25])([F:26])[C:20]1[CH:19]=[CH:18][C:17]([CH2:16][O:15][C:6]2[C:7]3[C:12](=[CH:11][CH:10]=[CH:9][CH:8]=3)[CH:13]=[CH:14][C:5]=2[C:3]([OH:4])=[O:2])=[CH:22][CH:21]=1. The catalyst class is: 6. (2) Reactant: [CH:1]1([N:4]2[C:13]3[C:8](=[CH:9][C:10]([F:15])=[C:11]([F:14])[CH:12]=3)[C:7](=[O:16])[C:6]([C:17]([O:19][CH2:20][CH3:21])=[O:18])=[C:5]2S(C)(=O)=O)[CH2:3][CH2:2]1.[NH:26]1[CH2:31][CH2:30][O:29][CH2:28][CH2:27]1.C(N(CC)C(C)C)(C)C.CCOCC.[Mg+2].[Br-].[Br-]. Product: [CH:1]1([N:4]2[C:13]3[C:8](=[CH:9][C:10]([F:15])=[C:11]([F:14])[CH:12]=3)[C:7](=[O:16])[C:6]([C:17]([O:19][CH2:20][CH3:21])=[O:18])=[C:5]2[N:26]2[CH2:31][CH2:30][O:29][CH2:28][CH2:27]2)[CH2:3][CH2:2]1. The catalyst class is: 54. (3) Reactant: F[C:2]1[CH:20]=[CH:19][C:18]([N+:21]([O-:23])=[O:22])=[CH:17][C:3]=1[C:4]([NH:6][CH2:7][C:8]1[CH:16]=[CH:15][C:11]2[O:12][CH2:13][O:14][C:10]=2[CH:9]=1)=[O:5].[NH2:24][C@H:25]1[CH2:30][CH2:29][C@H:28]([OH:31])[CH2:27][CH2:26]1. Product: [OH:31][C@H:28]1[CH2:29][CH2:30][C@H:25]([NH:24][C:2]2[CH:20]=[CH:19][C:18]([N+:21]([O-:23])=[O:22])=[CH:17][C:3]=2[C:4]([NH:6][CH2:7][C:8]2[CH:16]=[CH:15][C:11]3[O:12][CH2:13][O:14][C:10]=3[CH:9]=2)=[O:5])[CH2:26][CH2:27]1. The catalyst class is: 17. (4) Reactant: [NH2:1][C:2]1[N:7]=[N:6][CH:5]=[C:4]([C:8]2[CH:9]=[C:10]([CH:15]=[CH:16][CH:17]=2)[C:11]([O:13][CH3:14])=[O:12])[CH:3]=1.Cl[CH2:19][CH:20]=O. Product: [N:1]1[CH:19]=[CH:20][N:7]2[C:2]=1[CH:3]=[C:4]([C:8]1[CH:9]=[C:10]([CH:15]=[CH:16][CH:17]=1)[C:11]([O:13][CH3:14])=[O:12])[CH:5]=[N:6]2. The catalyst class is: 657. (5) Reactant: [CH2:1]([O:4][N:5]=[C:6]([C:9]1[C:14]([Cl:15])=[CH:13][C:12]([Cl:16])=[CH:11][N:10]=1)[CH2:7][NH2:8])[CH2:2][CH3:3].C(N(CC)CC)C.[F:24][C:25]([F:36])([F:35])[C:26]1[CH:34]=[CH:33][CH:32]=[CH:31][C:27]=1[C:28](Cl)=[O:29].O. Product: [Cl:15][C:14]1[C:9]([C:6](=[N:5][O:4][CH2:1][CH2:2][CH3:3])[CH2:7][NH:8][C:28](=[O:29])[C:27]2[CH:31]=[CH:32][CH:33]=[CH:34][C:26]=2[C:25]([F:24])([F:35])[F:36])=[N:10][CH:11]=[C:12]([Cl:16])[CH:13]=1. The catalyst class is: 4. (6) Reactant: [NH2:1][C:2]([C:4]1[CH:5]=[N:6][C:7]2[C:12]([C:13]=1[NH:14][C:15]1[CH:16]=[C:17]([CH:23]=[CH:24][CH:25]=1)[C:18]([O:20][CH2:21][CH3:22])=[O:19])=[CH:11][CH:10]=[C:9](Br)[CH:8]=2)=[O:3].[CH2:27]([O:34][C:35]1[N:40]=[C:39]([O:41][CH2:42][C:43]2[CH:48]=[CH:47][CH:46]=[CH:45][CH:44]=2)[C:38](B(O)O)=[CH:37][N:36]=1)[C:28]1[CH:33]=[CH:32][CH:31]=[CH:30][CH:29]=1.C(=O)(O)[O-].[Na+]. The catalyst class is: 660. Product: [NH2:1][C:2]([C:4]1[CH:5]=[N:6][C:7]2[C:12]([C:13]=1[NH:14][C:15]1[CH:16]=[C:17]([CH:23]=[CH:24][CH:25]=1)[C:18]([O:20][CH2:21][CH3:22])=[O:19])=[CH:11][CH:10]=[C:9]([C:38]1[C:39]([O:41][CH2:42][C:43]3[CH:44]=[CH:45][CH:46]=[CH:47][CH:48]=3)=[N:40][C:35]([O:34][CH2:27][C:28]3[CH:33]=[CH:32][CH:31]=[CH:30][CH:29]=3)=[N:36][CH:37]=1)[CH:8]=2)=[O:3].